From a dataset of Full USPTO retrosynthesis dataset with 1.9M reactions from patents (1976-2016). Predict the reactants needed to synthesize the given product. (1) Given the product [CH2:1]([N:4]1[C:9](=[O:10])[CH:8]=[C:7]([NH:11][C:12]2[CH:17]=[CH:16][C:15]([I:18])=[CH:14][C:13]=2[F:19])[C:6]([C:20]([OH:22])=[O:21])=[CH:5]1)[CH:2]=[CH2:3], predict the reactants needed to synthesize it. The reactants are: [CH2:1]([N:4]1[C:9](=[O:10])[CH:8]=[C:7]([NH:11][C:12]2[CH:17]=[CH:16][C:15]([I:18])=[CH:14][C:13]=2[F:19])[C:6]([C:20]([O:22]CC)=[O:21])=[CH:5]1)[CH:2]=[CH2:3].[OH-].[Na+]. (2) Given the product [CH2:16]([N:23]1[CH2:28][CH2:27][C:26]([CH2:30][NH:31][C:9](=[O:10])[O:11][C:12]([CH3:13])([CH3:14])[CH3:15])([CH3:29])[CH2:25][CH2:24]1)[C:17]1[CH:22]=[CH:21][CH:20]=[CH:19][CH:18]=1, predict the reactants needed to synthesize it. The reactants are: [C:9](O[C:9]([O:11][C:12]([CH3:15])([CH3:14])[CH3:13])=[O:10])([O:11][C:12]([CH3:15])([CH3:14])[CH3:13])=[O:10].[CH2:16]([N:23]1[CH2:28][CH2:27][C:26]([CH2:30][NH2:31])([CH3:29])[CH2:25][CH2:24]1)[C:17]1[CH:22]=[CH:21][CH:20]=[CH:19][CH:18]=1. (3) Given the product [Cl:1][C:2]1[CH:3]=[C:4]([CH:8]=[CH:9][C:10]=1[C:11]1[CH:20]=[CH:19][C:18]2[C:13](=[CH:14][CH:15]=[C:16]([OH:21])[CH:17]=2)[N:12]=1)[C:5]([NH2:27])=[O:6], predict the reactants needed to synthesize it. The reactants are: [Cl:1][C:2]1[CH:3]=[C:4]([CH:8]=[CH:9][C:10]=1[C:11]1[CH:20]=[CH:19][C:18]2[C:13](=[CH:14][CH:15]=[C:16]([OH:21])[CH:17]=2)[N:12]=1)[C:5](O)=[O:6].O=S(Cl)Cl.Cl.[NH4+:27].[OH-]. (4) Given the product [C:42]([C:46]1[CH:47]=[C:48]([NH:74][S:75]([CH3:78])(=[O:77])=[O:76])[C:49]([O:72][CH3:73])=[C:50]([NH:52][C:53]([C:55]2[N:56]([CH3:71])[C:57]3[C:62]([CH:63]=2)=[CH:61][CH:60]=[CH:59][C:58]=3[CH2:64][N:65]2[CH2:66][CH2:67][N:68]([C:8]([CH:5]3[CH2:4][CH2:3][N:2]([CH3:1])[CH2:7][CH2:6]3)=[O:10])[CH2:69][CH2:70]2)=[O:54])[CH:51]=1)([CH3:45])([CH3:43])[CH3:44], predict the reactants needed to synthesize it. The reactants are: [CH3:1][N:2]1[CH2:7][CH2:6][CH:5]([C:8]([OH:10])=O)[CH2:4][CH2:3]1.N1(OC(N(C)C)=[N+](C)C)C2C=CC=CC=2N=N1.F[B-](F)(F)F.C(N(CC)C(C)C)(C)C.[C:42]([C:46]1[CH:47]=[C:48]([NH:74][S:75]([CH3:78])(=[O:77])=[O:76])[C:49]([O:72][CH3:73])=[C:50]([NH:52][C:53]([C:55]2[N:56]([CH3:71])[C:57]3[C:62]([CH:63]=2)=[CH:61][CH:60]=[CH:59][C:58]=3[CH2:64][N:65]2[CH2:70][CH2:69][NH:68][CH2:67][CH2:66]2)=[O:54])[CH:51]=1)([CH3:45])([CH3:44])[CH3:43]. (5) Given the product [C:28]([N:35]1[CH2:36][CH2:37][N:38]([C:2]2[CH:3]=[N:4][CH:5]=[C:6]([CH:8]3[N:12]([C:13]4[CH:18]=[CH:17][C:16]([F:19])=[CH:15][C:14]=4[F:20])[N:11]=[C:10]([C:21]([F:27])([F:26])[C:22]([F:25])([F:24])[F:23])[CH2:9]3)[CH:7]=2)[CH2:39][CH2:40]1)([O:30][C:31]([CH3:34])([CH3:33])[CH3:32])=[O:29], predict the reactants needed to synthesize it. The reactants are: Br[C:2]1[CH:3]=[N:4][CH:5]=[C:6]([CH:8]2[N:12]([C:13]3[CH:18]=[CH:17][C:16]([F:19])=[CH:15][C:14]=3[F:20])[N:11]=[C:10]([C:21]([F:27])([F:26])[C:22]([F:25])([F:24])[F:23])[CH2:9]2)[CH:7]=1.[C:28]([N:35]1[CH2:40][CH2:39][NH:38][CH2:37][CH2:36]1)([O:30][C:31]([CH3:34])([CH3:33])[CH3:32])=[O:29].C1C=CC(P(C2C(C3C(P(C4C=CC=CC=4)C4C=CC=CC=4)=CC=C4C=3C=CC=C4)=C3C(C=CC=C3)=CC=2)C2C=CC=CC=2)=CC=1.CC(C)([O-])C.[Na+].